Dataset: Full USPTO retrosynthesis dataset with 1.9M reactions from patents (1976-2016). Task: Predict the reactants needed to synthesize the given product. (1) Given the product [CH2:1]([OH:23])[C@H:2]1[O:7][C@H:6]([O:8][C@:9]2([CH2:18][OH:19])[O:13][C@H:12]([CH2:14][OH:15])[C@@H:11]([OH:16])[C@@H:10]2[OH:17])[C@H:5]([OH:20])[C@@H:4]([OH:21])[C@@H:3]1[OH:22].[P:24]([O-:28])([O-:27])([O-:26])=[O:25], predict the reactants needed to synthesize it. The reactants are: [CH2:1]([OH:23])[C@H:2]1[O:7][C@H:6]([O:8][C@:9]2([CH2:18][OH:19])[O:13][C@H:12]([CH2:14][OH:15])[C@@H:11]([OH:16])[C@@H:10]2[OH:17])[C@H:5]([OH:20])[C@@H:4]([OH:21])[C@@H:3]1[OH:22].[P:24]([O-:28])([O-:27])([O-:26])=[O:25].[Na+].[Na+].[Na+]. (2) Given the product [C:1]1([C:7]2[C:14]3[C:13]([N:15]4[CH2:20][CH2:19][CH:18]([CH2:21][O:22][CH2:23][CH2:24][N:25]5[CH2:26][CH2:27][CH2:28][CH2:29]5)[CH2:17][CH2:16]4)=[N:12][N:11]([C:37](=[O:39])[CH3:38])[C:10]=3[S:9][CH:8]=2)[CH:2]=[CH:3][CH:4]=[CH:5][CH:6]=1, predict the reactants needed to synthesize it. The reactants are: [C:1]1([C:7]2[C:14]3[C:13]([N:15]4[CH2:20][CH2:19][CH:18]([CH2:21][O:22][CH2:23][CH2:24][N:25]5[CH2:29][CH2:28][CH2:27][CH2:26]5)[CH2:17][CH2:16]4)=[N:12][NH:11][C:10]=3[S:9][CH:8]=2)[CH:6]=[CH:5][CH:4]=[CH:3][CH:2]=1.C(N(CC)CC)C.[C:37](Cl)(=[O:39])[CH3:38]. (3) Given the product [CH3:15][C:16]1[CH:24]=[C:23]([CH3:25])[CH:22]=[C:21]([CH3:26])[C:17]=1[C:18]([O:1][N:2]1[C:3]([CH3:14])([CH3:13])[C:4]2[C:9](=[CH:8][CH:7]=[CH:6][CH:5]=2)[C:10]1([CH3:12])[CH3:11])=[O:19], predict the reactants needed to synthesize it. The reactants are: [OH:1][N:2]1[C:10]([CH3:12])([CH3:11])[C:9]2[C:4](=[CH:5][CH:6]=[CH:7][CH:8]=2)[C:3]1([CH3:14])[CH3:13].[CH3:15][C:16]1[CH:24]=[C:23]([CH3:25])[CH:22]=[C:21]([CH3:26])[C:17]=1[C:18](Cl)=[O:19]. (4) Given the product [CH2:50]([CH:37]([CH2:16][CH:15]=[CH2:14])[CH2:36][O:35][SiH2:34][C:31]1[CH:32]=[CH:33][C:28]([N:11]([C:12]2[CH:13]=[CH:14][C:15]([SiH2:18][O:19][CH2:20][CH:21]([CH2:10][CH:5]=[CH2:6])[CH2:17][CH:12]=[CH2:13])=[CH:16][CH:17]=2)[C:8]2[CH:9]=[CH:10][C:5]([SiH2:4][O:3][CH2:1][CH:2]([CH2:33][CH:28]=[CH2:29])[CH2:9][CH:8]=[CH2:7])=[CH:6][CH:7]=2)=[CH:29][CH:30]=1)[CH:51]=[CH2:52], predict the reactants needed to synthesize it. The reactants are: [CH2:1]([O:3][Si:4](OCC)(OCC)[C:5]1[CH:10]=[CH:9][C:8]([N:11]([C:28]2[CH:33]=[CH:32][C:31]([Si:34](OCC)(OCC)[O:35][CH2:36][CH3:37])=[CH:30][CH:29]=2)[C:12]2[CH:17]=[CH:16][C:15]([Si:18](OCC)(OCC)[O:19][CH2:20][CH3:21])=[CH:14][CH:13]=2)=[CH:7][CH:6]=1)[CH3:2].[CH2:50]([Mg]Br)[CH:51]=[CH2:52].Cl. (5) Given the product [Br:18][C:19]([CH3:24])([CH3:23])[C:20]([C:6]1[C:5]2[C:9](=[CH:10][CH:11]=[C:3]([O:2][CH3:1])[CH:4]=2)[NH:8][C:7]=1[CH3:12])=[O:21], predict the reactants needed to synthesize it. The reactants are: [CH3:1][O:2][C:3]1[CH:4]=[C:5]2[C:9](=[CH:10][CH:11]=1)[NH:8][C:7]([CH3:12])=[CH:6]2.C([Li])CCC.[Br:18][C:19]([CH3:24])([CH3:23])[C:20](Br)=[O:21]. (6) Given the product [N:1]([CH2:4][C:5]1[CH:10]=[CH:9][C:8]([CH2:11][CH2:12][CH2:13][CH3:14])=[C:7]([O:17][CH3:18])[CH:6]=1)=[N+:2]=[N-:3], predict the reactants needed to synthesize it. The reactants are: [N:1]([CH2:4][C:5]1[CH:10]=[CH:9][C:8]([C:11]2C=C[CH:14]=[CH:13][CH:12]=2)=[C:7]([O:17][CH3:18])[CH:6]=1)=[N+:2]=[N-:3].C(C1C=CC(CCl)=CC=1OC)CCC. (7) Given the product [Cl:1][C:2]1[N:7]=[CH:6][C:5]([C:8](=[O:10])[CH2:25][C:24]([O:30][CH2:31][CH3:32])=[O:29])=[CH:4][CH:3]=1, predict the reactants needed to synthesize it. The reactants are: [Cl:1][C:2]1[N:7]=[CH:6][C:5]([C:8]([OH:10])=O)=[CH:4][CH:3]=1.C(N1C=CN=C1)(N1C=CN=C1)=O.[Mg+].[C:24]([O:30][CH2:31][CH3:32])(=[O:29])[CH2:25]C([O-])=O.O. (8) Given the product [OH:22][CH:7]1[C:6]2[C:11](=[CH:12][C:3]([O:2][CH3:1])=[CH:4][CH:5]=2)[S:10][CH2:9][C:8]1([C:14]1[CH:15]=[CH:16][C:17]([O:20][CH3:21])=[CH:18][CH:19]=1)[CH3:13], predict the reactants needed to synthesize it. The reactants are: [CH3:1][O:2][C:3]1[CH:12]=[C:11]2[C:6]([C:7](=[O:22])[C:8]([C:14]3[CH:19]=[CH:18][C:17]([O:20][CH3:21])=[CH:16][CH:15]=3)([CH3:13])[CH2:9][S:10]2)=[CH:5][CH:4]=1.[BH4-].[Na+].[NH4+].[Cl-]. (9) Given the product [CH2:38]([O:45][CH2:46][C:47]([NH:16][C@H:14]1[CH2:15][C@@H:11]([N:8]2[CH:7]=[N:6][C:5]3[C:9]2=[N:10][C:2]([Cl:1])=[N:3][C:4]=3[NH:23][CH2:24][CH:25]([C:32]2[CH:33]=[CH:34][CH:35]=[CH:36][CH:37]=2)[C:26]2[CH:31]=[CH:30][CH:29]=[CH:28][CH:27]=2)[C@H:12]([OH:22])[C@@H:13]1[OH:21])=[O:48])[C:39]1[CH:44]=[CH:43][CH:42]=[CH:41][CH:40]=1, predict the reactants needed to synthesize it. The reactants are: [Cl:1][C:2]1[N:10]=[C:9]2[C:5]([N:6]=[CH:7][N:8]2[C@@H:11]2[CH2:15][C@H:14]([NH:16]C(=O)CC)[C@@H:13]([OH:21])[C@H:12]2[OH:22])=[C:4]([NH:23][CH2:24][CH:25]([C:32]2[CH:37]=[CH:36][CH:35]=[CH:34][CH:33]=2)[C:26]2[CH:31]=[CH:30][CH:29]=[CH:28][CH:27]=2)[N:3]=1.[CH2:38]([O:45][CH2:46][C:47](Cl)=[O:48])[C:39]1[CH:44]=[CH:43][CH:42]=[CH:41][CH:40]=1. (10) The reactants are: [Cl:1][C:2]1[CH:7]=[CH:6][C:5]([OH:8])=[CH:4][C:3]=1[NH:9][C:10](=[O:27])[CH:11]([CH2:15][C:16]1[CH:21]=[CH:20][C:19]([N:22]2[CH:26]=[CH:25][CH:24]=[N:23]2)=[CH:18][CH:17]=1)[C:12](=O)[CH3:13].CS(O)(=O)=O.C([O-])(=O)C.[Na+]. Given the product [Cl:1][C:2]1[CH:7]=[CH:6][C:5]([OH:8])=[C:4]2[C:3]=1[NH:9][C:10](=[O:27])[C:11]([CH2:15][C:16]1[CH:21]=[CH:20][C:19]([N:22]3[CH:26]=[CH:25][CH:24]=[N:23]3)=[CH:18][CH:17]=1)=[C:12]2[CH3:13], predict the reactants needed to synthesize it.